From a dataset of Peptide-MHC class I binding affinity with 185,985 pairs from IEDB/IMGT. Regression. Given a peptide amino acid sequence and an MHC pseudo amino acid sequence, predict their binding affinity value. This is MHC class I binding data. (1) The peptide sequence is EFDMSHLN. The MHC is H-2-Db with pseudo-sequence H-2-Db. The binding affinity (normalized) is 0. (2) The peptide sequence is ISFQQTNAM. The MHC is HLA-A24:02 with pseudo-sequence HLA-A24:02. The binding affinity (normalized) is 0.151. (3) The peptide sequence is ALYEENALK. The MHC is HLA-B57:01 with pseudo-sequence HLA-B57:01. The binding affinity (normalized) is 0.0847. (4) The peptide sequence is MQFKLGIPK. The MHC is HLA-A03:01 with pseudo-sequence HLA-A03:01. The binding affinity (normalized) is 0.564. (5) The peptide sequence is QLMCQPILLL. The MHC is HLA-A02:06 with pseudo-sequence HLA-A02:06. The binding affinity (normalized) is 0.465.